From a dataset of Catalyst prediction with 721,799 reactions and 888 catalyst types from USPTO. Predict which catalyst facilitates the given reaction. (1) Reactant: Cl[C:2]([C:4]1[C:5]([N:15]2[CH:19]=[CH:18][N:17]=[CH:16]2)=[N:6][C:7]([CH3:14])=[N:8][C:9]=1[C:10]([F:13])([F:12])[F:11])=[CH2:3].N12CCCN=C1CCCCC2.O. Product: [C:2]([C:4]1[C:5]([N:15]2[CH:19]=[CH:18][N:17]=[CH:16]2)=[N:6][C:7]([CH3:14])=[N:8][C:9]=1[C:10]([F:11])([F:13])[F:12])#[CH:3]. The catalyst class is: 16. (2) Reactant: [C:1]([O:5][C:6]([N:8]1[CH2:14][CH2:13][CH2:12][CH:11]([OH:15])[CH2:10][CH2:9]1)=[O:7])([CH3:4])([CH3:3])[CH3:2].C(N(CC)CC)C.[CH3:23][C:24]1[CH:29]=[CH:28][C:27]([S:30](Cl)(=[O:32])=[O:31])=[CH:26][CH:25]=1. Product: [C:1]([O:5][C:6]([N:8]1[CH2:14][CH2:13][CH2:12][CH:11]([O:15][S:30]([C:27]2[CH:28]=[CH:29][C:24]([CH3:23])=[CH:25][CH:26]=2)(=[O:32])=[O:31])[CH2:10][CH2:9]1)=[O:7])([CH3:4])([CH3:2])[CH3:3]. The catalyst class is: 143. (3) Reactant: [Cl:1][C:2]1[CH:7]=[CH:6][C:5]([C@H:8]2[NH:13][C@@H:12]([CH:14]=[CH:15][C:16]([O:18][CH3:19])=[O:17])[CH2:11][O:10][CH2:9]2)=[CH:4][CH:3]=1.[CH:20]([CH2:22][C:23](O)=[O:24])=[CH2:21].O=C1N(P(Cl)(N2CCOC2=O)=O)CCO1.Cl. Product: [C:23]([N:13]1[C@H:8]([C:5]2[CH:4]=[CH:3][C:2]([Cl:1])=[CH:7][CH:6]=2)[CH2:9][O:10][CH2:11][C@@H:12]1/[CH:14]=[CH:15]/[C:16]([O:18][CH3:19])=[O:17])(=[O:24])[CH2:22][CH:20]=[CH2:21].[C:23]([N:13]1[C@H:8]([C:5]2[CH:4]=[CH:3][C:2]([Cl:1])=[CH:7][CH:6]=2)[CH2:9][O:10][CH2:11][C@@H:12]1/[CH:14]=[CH:15]\[C:16]([O:18][CH3:19])=[O:17])(=[O:24])[CH2:22][CH:20]=[CH2:21]. The catalyst class is: 56. (4) Reactant: [CH:1]1([C:7]([OH:9])=[O:8])[CH2:6][CH2:5][CH:4]=[CH:3][CH2:2]1.[C:10]1(C)C=CC=CC=1.ICI.Cl. Product: [CH:3]12[CH2:10][CH:4]1[CH2:5][CH2:6][CH:1]([C:7]([OH:9])=[O:8])[CH2:2]2. The catalyst class is: 4. (5) Product: [Cl:34][C:32]1[CH:31]=[CH:30][C:29]([CH:35]2[CH2:38][CH2:37][N:36]2[C:39]([O:41][CH2:42][C:43]([Cl:45])([Cl:46])[Cl:44])=[O:40])=[C:28]([CH2:27][NH:26][C:20](=[O:21])[C@@H:19]2[CH2:23][CH2:24][CH2:25][NH:18]2)[CH:33]=1. The catalyst class is: 3. Reactant: C([N:18]1[CH2:25][CH2:24][CH2:23][C@H:19]1[C:20](O)=[O:21])(OCC1C2C(=CC=CC=2)C2C1=CC=CC=2)=O.[NH2:26][CH2:27][C:28]1[CH:33]=[C:32]([Cl:34])[CH:31]=[CH:30][C:29]=1[CH:35]1[CH2:38][CH2:37][N:36]1[C:39]([O:41][CH2:42][C:43]([Cl:46])([Cl:45])[Cl:44])=[O:40].C(Cl)CCl.C1C=NC2N(O)N=NC=2C=1.